Dataset: Forward reaction prediction with 1.9M reactions from USPTO patents (1976-2016). Task: Predict the product of the given reaction. (1) Given the reactants [CH2:1]([O:8][C:9]([NH:11][C:12]1[CH:20]=[CH:19][C:15]([C:16]([OH:18])=[O:17])=[CH:14][CH:13]=1)=[O:10])[C:2]1[CH:7]=[CH:6][CH:5]=[CH:4][CH:3]=1.CCN=C=NCCCN(C)C.Cl.[CH:33]1[C:45]2[N:44]([C@@H:46]([CH2:57][CH2:58][C:59]([O:61][CH2:62][CH2:63]O)=[O:60])[C:47]([O:49][CH2:50][C:51]3[CH:56]=[CH:55][CH:54]=[CH:53][CH:52]=3)=[O:48])[C:43]3[C:38](=[CH:39][CH:40]=[CH:41][CH:42]=3)[C:37]=2[CH:36]=[CH:35][CH:34]=1, predict the reaction product. The product is: [CH:33]1[C:45]2[N:44]([C@@H:46]([CH2:57][CH2:58][C:59]([O:61][CH2:62][CH2:63][O:17][C:16](=[O:18])[C:15]3[CH:14]=[CH:13][C:12]([NH:11][C:9]([O:8][CH2:1][C:2]4[CH:3]=[CH:4][CH:5]=[CH:6][CH:7]=4)=[O:10])=[CH:20][CH:19]=3)=[O:60])[C:47]([O:49][CH2:50][C:51]3[CH:56]=[CH:55][CH:54]=[CH:53][CH:52]=3)=[O:48])[C:43]3[C:38](=[CH:39][CH:40]=[CH:41][CH:42]=3)[C:37]=2[CH:36]=[CH:35][CH:34]=1. (2) Given the reactants Br[C:2]1[CH:3]=[C:4]([C:10]2[CH:15]=[CH:14][C:13]([C:16]([O:18][CH3:19])=[O:17])=[CH:12][C:11]=2[CH3:20])[CH:5]=[CH:6][C:7]=1[O:8][CH3:9].B.P(C1CCCCC1)(C1CCCCC1)C1CCCCC1.CC([O-])=O.[K+].Cl[C:47]1[CH:52]=[CH:51][C:50]([C:53]([F:56])([F:55])[F:54])=[CH:49][C:48]=1[CH2:57][OH:58].C([O-])([O-])=O.[K+].[K+], predict the reaction product. The product is: [OH:58][CH2:57][C:48]1[CH:49]=[C:50]([C:53]([F:54])([F:55])[F:56])[CH:51]=[CH:52][C:47]=1[C:2]1[CH:3]=[C:4]([C:10]2[CH:15]=[CH:14][C:13]([C:16]([O:18][CH3:19])=[O:17])=[CH:12][C:11]=2[CH3:20])[CH:5]=[CH:6][C:7]=1[O:8][CH3:9]. (3) Given the reactants [C:1]([CH:5]1[C:11](=[O:12])[CH2:10][C@H:9]2[N:13]([CH3:14])[C@@H:6]1[CH2:7][CH2:8]2)([O:3][CH3:4])=[O:2].[BH4-].[Na+].[ClH:17], predict the reaction product. The product is: [ClH:17].[C:1]([CH:5]1[CH:11]([OH:12])[CH2:10][C@H:9]2[N:13]([CH3:14])[C@@H:6]1[CH2:7][CH2:8]2)([O:3][CH3:4])=[O:2].